Predict the product of the given reaction. From a dataset of Forward reaction prediction with 1.9M reactions from USPTO patents (1976-2016). Given the reactants [Na].[C:2]1([CH3:11])[CH:7]=[CH:6][C:5]([S:8]([OH:10])=[O:9])=[CH:4][CH:3]=1.S(Cl)(Cl)=O.[CH:16]1([CH3:26])[CH2:21][CH2:20][CH:19]([CH:22]([CH3:24])[CH3:23])[CH:18](O)[CH2:17]1, predict the reaction product. The product is: [CH3:26][C@@H:16]1[CH2:21][C@H:20]([O:9][S:8]([C:5]2[CH:6]=[CH:7][C:2]([CH3:11])=[CH:3][CH:4]=2)=[O:10])[C@@H:19]([CH:22]([CH3:24])[CH3:23])[CH2:18][CH2:17]1.